Dataset: Peptide-MHC class I binding affinity with 185,985 pairs from IEDB/IMGT. Task: Regression. Given a peptide amino acid sequence and an MHC pseudo amino acid sequence, predict their binding affinity value. This is MHC class I binding data. The peptide sequence is ALTGLPSGL. The MHC is HLA-A02:01 with pseudo-sequence HLA-A02:01. The binding affinity (normalized) is 0.168.